Predict the product of the given reaction. From a dataset of Forward reaction prediction with 1.9M reactions from USPTO patents (1976-2016). (1) Given the reactants [Cl:1][C:2]1[CH:10]=[CH:9][CH:8]=[CH:7][C:3]=1[C:4]([NH2:6])=[O:5].[C:11](Cl)(=[O:15])C(Cl)=O.[Cl-].[NH2:18][CH:19]1[N:23]=[C:22]2[CH:24]=[CH:25][C:26](=[S:28](=[O:30])=[O:29])[CH:27]=[C:21]2[S:20]1.[CH:31]([NH2:34])([CH3:33])[CH3:32], predict the reaction product. The product is: [Cl:1][C:2]1[CH:10]=[CH:9][CH:8]=[CH:7][C:3]=1[C:4]([NH:6][C:11](=[O:15])[NH:18][C:19]1[S:20][C:21]2[CH:27]=[C:26]([S:28](=[O:30])(=[O:29])[NH:34][CH:31]([CH3:33])[CH3:32])[CH:25]=[CH:24][C:22]=2[N:23]=1)=[O:5]. (2) Given the reactants C(O)(C(F)(F)F)=O.Br[C:9]1[CH:10]=[N:11][N:12]([C:16]2[CH:31]=[CH:30][C:19]([C:20]([NH:22][CH2:23][CH:24]3[CH2:29][CH2:28][O:27][CH2:26][CH2:25]3)=[O:21])=[CH:18][N:17]=2)[C:13]=1[O:14]C.[CH3:32][C:33]1[CH:38]=[C:37](B(O)O)[CH:36]=[C:35]([CH3:42])[N:34]=1, predict the reaction product. The product is: [CH3:32][C:33]1[CH:38]=[C:37]([C:9]2[CH:10]=[N:11][N:12]([C:16]3[CH:31]=[CH:30][C:19]([C:20]([NH:22][CH2:23][CH:24]4[CH2:29][CH2:28][O:27][CH2:26][CH2:25]4)=[O:21])=[CH:18][N:17]=3)[C:13]=2[OH:14])[CH:36]=[C:35]([CH3:42])[N:34]=1. (3) Given the reactants [N+:1]([C:4]1[CH:9]=[CH:8][CH:7]=[CH:6][C:5]=1[C:10]1[N:11]=[C:12]2[N:16]([CH:17]=1)[C:15]([CH2:18][N:19]1[CH:23]=[N:22][CH:21]=[N:20]1)=[CH:14][S:13]2)([O-])=O, predict the reaction product. The product is: [N:19]1([CH2:18][C:15]2[N:16]3[CH:17]=[C:10]([C:5]4[CH:6]=[CH:7][CH:8]=[CH:9][C:4]=4[NH2:1])[N:11]=[C:12]3[S:13][CH:14]=2)[CH:23]=[N:22][CH:21]=[N:20]1. (4) Given the reactants [Br:1][C:2]1[CH:3]=[CH:4][C:5]2[CH:9]=[CH:8][S:7][C:6]=2[CH:10]=1.C1C=CC(S(N(S(C2C=CC=CC=2)(=O)=O)[F:21])(=O)=O)=CC=1.C([Li])CCC.C(NC(C)C)(C)C, predict the reaction product. The product is: [Br:1][C:2]1[CH:3]=[CH:4][C:5]2[CH:9]=[C:8]([F:21])[S:7][C:6]=2[CH:10]=1. (5) Given the reactants [Si]([O:8][CH2:9][C@H:10]1[CH2:21][CH2:20][C:19]2[S:18][C:17]3[N:16]=[CH:15][N:14]=[C:13]([O:22][CH:23]4[CH2:32][CH2:31][C:26]5(OCC[O:27]5)[CH2:25][CH2:24]4)[C:12]=3[C:11]1=2)(C(C)(C)C)(C)C.Cl.C(=O)(O)[O-].[Na+], predict the reaction product. The product is: [OH:8][CH2:9][C@H:10]1[CH2:21][CH2:20][C:19]2[S:18][C:17]3[N:16]=[CH:15][N:14]=[C:13]([O:22][CH:23]4[CH2:32][CH2:31][C:26](=[O:27])[CH2:25][CH2:24]4)[C:12]=3[C:11]1=2. (6) Given the reactants C[Li].CCO[CH2:6][CH3:7].[CH2:8]([O:14][C:15]1[C:23]([CH:24]([CH3:26])[CH3:25])=[CH:22][C:21]([CH:27]([CH3:29])[CH3:28])=[CH:20][C:16]=1[C:17]([OH:19])=O)[CH2:9][CH2:10][CH2:11][CH2:12][CH3:13].C[Si](Cl)(C)C, predict the reaction product. The product is: [CH2:8]([O:14][C:15]1[C:23]([CH:24]([CH3:26])[CH3:25])=[CH:22][C:21]([CH:27]([CH3:29])[CH3:28])=[CH:20][C:16]=1[C:17]([C:7]1[CH:6]=[CH:11][CH:10]=[CH:9][CH:8]=1)=[O:19])[CH2:9][CH2:10][CH2:11][CH2:12][CH3:13].